This data is from Catalyst prediction with 721,799 reactions and 888 catalyst types from USPTO. The task is: Predict which catalyst facilitates the given reaction. (1) Reactant: [C:1]([O:5][C:6]([N:8]1[CH2:12][C@H:11]([O:13][CH2:14][CH2:15][CH3:16])[CH2:10][C@@H:9]1[C@@H:17]([O:41][Si:42]([C:45]([CH3:48])([CH3:47])[CH3:46])([CH3:44])[CH3:43])[C@@H:18]([NH:28][C:29]([C:31]1[CH:32]=[C:33]([CH:37]=[C:38]([CH3:40])[CH:39]=1)C(O)=O)=[O:30])[CH2:19][C:20]1[CH:25]=[C:24]([F:26])[CH:23]=[C:22]([F:27])[CH:21]=1)=[O:7])([CH3:4])([CH3:3])[CH3:2].CCN([CH:55]([CH3:57])[CH3:56])C(C)C.C[N:59]([C:61]([O:65]N1N=NC2C=CC=NC1=2)=[N+](C)C)C.F[P-](F)(F)(F)(F)F.[CH2:82](NCCC)[CH2:83][CH3:84]. Product: [C:61]([NH:59][C:33]1[CH:32]=[C:31]([CH:39]=[C:38]([CH3:40])[CH:37]=1)[C:29]([NH:28][C@@H:18]([CH2:19][C:20]1[CH:25]=[C:24]([F:26])[CH:23]=[C:22]([F:27])[CH:21]=1)[C@@H:17]([C@H:9]1[CH2:10][C@@H:11]([O:13][CH2:14][CH2:15][CH3:16])[CH2:12][N:8]1[C:6]([O:5][C:1]([CH3:3])([CH3:2])[CH3:4])=[O:7])[O:41][Si:42]([C:45]([CH3:48])([CH3:46])[CH3:47])([CH3:43])[CH3:44])=[O:30])(=[O:65])[C:56]1[CH:55]=[CH:57][CH:84]=[CH:83][CH:82]=1. The catalyst class is: 4. (2) Reactant: [O:1]=[C:2]1[CH:11]([NH:12][C:13](=[O:15])[CH3:14])[CH2:10][C:9]2[C:4](=[C:5]([N:16]3[CH2:20][CH2:19][CH2:18][C:17]3=[O:21])[CH:6]=[CH:7][CH:8]=2)[NH:3]1.C(=O)([O-])[O-].[K+].[K+].Br[CH2:29][C:30]1[CH:34]=[CH:33][S:32][CH:31]=1. Product: [O:1]=[C:2]1[CH:11]([NH:12][C:13](=[O:15])[CH3:14])[CH2:10][C:9]2[C:4](=[C:5]([N:16]3[CH2:20][CH2:19][CH2:18][C:17]3=[O:21])[CH:6]=[CH:7][CH:8]=2)[N:3]1[CH2:29][C:30]1[CH:34]=[CH:33][S:32][CH:31]=1. The catalyst class is: 311. (3) Reactant: [NH:1]1[C:9]2[C:4](=[CH:5][C:6]([N:10]3[C:14]([NH2:15])=[CH:13][C:12]([CH:16]([CH3:18])[CH3:17])=[N:11]3)=[CH:7][CH:8]=2)[CH:3]=[N:2]1.[OH-].[Na+].[CH3:21][C:22]([O:25][C:26](O[C:26]([O:25][C:22]([CH3:24])([CH3:23])[CH3:21])=[O:27])=[O:27])([CH3:24])[CH3:23]. Product: [C:22]([O:25][C:26]([N:1]1[C:9]2[C:4](=[CH:5][C:6]([N:10]3[C:14]([NH2:15])=[CH:13][C:12]([CH:16]([CH3:18])[CH3:17])=[N:11]3)=[CH:7][CH:8]=2)[CH:3]=[N:2]1)=[O:27])([CH3:24])([CH3:23])[CH3:21]. The catalyst class is: 12. (4) Reactant: [CH:1]([NH:4][C:5]1[N:10]=[C:9]([NH:11][C:12]2[CH:17]=[CH:16][N:15]=[C:14]([C:18]([F:21])([F:20])[F:19])[CH:13]=2)[N:8]=[C:7]([C:22]2[CH2:27][CH2:26][CH2:25][C:24](=[O:28])[CH:23]=2)[N:6]=1)([CH3:3])[CH3:2].[BH4-].[Na+]. Product: [CH:1]([NH:4][C:5]1[N:10]=[C:9]([NH:11][C:12]2[CH:17]=[CH:16][N:15]=[C:14]([C:18]([F:19])([F:21])[F:20])[CH:13]=2)[N:8]=[C:7]([C:22]2[CH2:27][CH2:26][CH2:25][CH:24]([OH:28])[CH:23]=2)[N:6]=1)([CH3:3])[CH3:2]. The catalyst class is: 14. (5) Reactant: Cl[C:2]1[CH:3]=[C:4]([NH:11][C:12]2[CH:17]=[CH:16][C:15]([N:18]3[CH2:23][CH2:22][N:21]([CH:24]4[CH2:27][O:26][CH2:25]4)[CH2:20][CH2:19]3)=[CH:14][N:13]=2)[C:5]2[N:6]([CH:8]=[CH:9][N:10]=2)[N:7]=1.C([O:31][CH2:32][C:33]1[C:34]([N:48]2[CH2:60][CH2:59][N:51]3[C:52]4[CH2:53][CH2:54][CH2:55][CH2:56][C:57]=4[CH:58]=[C:50]3[C:49]2=[O:61])=[N:35][CH:36]=[CH:37][C:38]=1B1OC(C)(C)C(C)(C)O1)(=O)C.C1(P(C2CCCCC2)C2CCCCC2)CCCCC1.C(=O)([O-])[O-].[Cs+].[Cs+]. Product: [OH:31][CH2:32][C:33]1[C:34]([N:48]2[CH2:60][CH2:59][N:51]3[C:52]4[CH2:53][CH2:54][CH2:55][CH2:56][C:57]=4[CH:58]=[C:50]3[C:49]2=[O:61])=[N:35][CH:36]=[CH:37][C:38]=1[C:2]1[CH:3]=[C:4]([NH:11][C:12]2[CH:17]=[CH:16][C:15]([N:18]3[CH2:23][CH2:22][N:21]([CH:24]4[CH2:27][O:26][CH2:25]4)[CH2:20][CH2:19]3)=[CH:14][N:13]=2)[C:5]2[N:6]([CH:8]=[CH:9][N:10]=2)[N:7]=1. The catalyst class is: 102. (6) Reactant: [CH:1]([O:4][C:5]1[CH:13]=[C:12]2[C:8]([CH:9]=[N:10][NH:11]2)=[CH:7][C:6]=1[N+:14]([O-])=O)([CH3:3])[CH3:2]. Product: [CH:1]([O:4][C:5]1[CH:13]=[C:12]2[C:8]([CH:9]=[N:10][NH:11]2)=[CH:7][C:6]=1[NH2:14])([CH3:3])[CH3:2]. The catalyst class is: 63.